Task: Predict which catalyst facilitates the given reaction.. Dataset: Catalyst prediction with 721,799 reactions and 888 catalyst types from USPTO (1) Product: [CH2:1]([O:8][C:9]1[CH:14]=[CH:13][C:12]([N+:15]([O-:17])=[O:16])=[CH:11][C:10]=1[C:22]1[CH:27]=[CH:26][CH:25]=[CH:24][CH:23]=1)[C:2]1[CH:7]=[CH:6][CH:5]=[CH:4][CH:3]=1. Reactant: [CH2:1]([O:8][C:9]1[CH:14]=[CH:13][C:12]([N+:15]([O-:17])=[O:16])=[CH:11][C:10]=1Br)[C:2]1[CH:7]=[CH:6][CH:5]=[CH:4][CH:3]=1.C(Cl)Cl.[C:22]1(B(O)O)[CH:27]=[CH:26][CH:25]=[CH:24][CH:23]=1.P([O-])([O-])([O-])=O.[K+].[K+].[K+]. The catalyst class is: 294. (2) Reactant: [CH:1]([NH:3][CH:4]([C:21]1[C:22]2[CH:29]=[CH:28][N:27](COCC[Si](C)(C)C)[C:23]=2[N:24]=[CH:25][N:26]=1)[CH:5]1[CH2:10][CH2:9][CH2:8][N:7]([C:11]([O:13][CH2:14][C:15]2[CH:20]=[CH:19][CH:18]=[CH:17][CH:16]=2)=[O:12])[CH2:6]1)=O.O=P(Cl)(Cl)Cl.C(O)(C(F)(F)F)=O.[NH4+].[OH-]. Product: [C:4]1([CH:5]2[CH2:10][CH2:9][CH2:8][N:7]([C:11]([O:13][CH2:14][C:15]3[CH:20]=[CH:19][CH:18]=[CH:17][CH:16]=3)=[O:12])[CH2:6]2)[N:3]=[CH:1][N:26]2[C:21]=1[C:22]1[CH:29]=[CH:28][NH:27][C:23]=1[N:24]=[CH:25]2. The catalyst class is: 279. (3) Reactant: [OH:1][C:2]1[CH:7]=[CH:6][C:5]([C:8]2[CH:13]=[CH:12][CH:11]=[C:10]([CH2:14][O:15][C:16]3[CH:21]=[CH:20][C:19]([C:22]4([CH2:26][C:27]([O:29][CH2:30][CH3:31])=[O:28])[CH2:25][O:24][CH2:23]4)=[CH:18][CH:17]=3)[CH:9]=2)=[CH:4][C:3]=1[O:32][CH3:33].CC1C=CC(S(O[CH2:45][CH2:46][CH2:47][S:48]([CH3:51])(=[O:50])=[O:49])(=O)=O)=CC=1.C(=O)([O-])[O-].[Cs+].[Cs+]. Product: [CH3:33][O:32][C:3]1[CH:4]=[C:5]([C:8]2[CH:13]=[CH:12][CH:11]=[C:10]([CH2:14][O:15][C:16]3[CH:21]=[CH:20][C:19]([C:22]4([CH2:26][C:27]([O:29][CH2:30][CH3:31])=[O:28])[CH2:25][O:24][CH2:23]4)=[CH:18][CH:17]=3)[CH:9]=2)[CH:6]=[CH:7][C:2]=1[O:1][CH2:45][CH2:46][CH2:47][S:48]([CH3:51])(=[O:50])=[O:49]. The catalyst class is: 3. (4) Reactant: [CH2:1]([OH:4])[CH2:2][OH:3].C1(C)C=CC(S(O)(=O)=O)=CC=1.[C:16]([C:20]1[CH:21]=[C:22]([CH2:26][CH2:27][CH:28]=O)[CH:23]=[CH:24][CH:25]=1)([CH3:19])([CH3:18])[CH3:17]. Product: [C:16]([C:20]1[CH:21]=[C:22]([CH2:26][CH2:27][CH:28]2[O:4][CH2:1][CH2:2][O:3]2)[CH:23]=[CH:24][CH:25]=1)([CH3:19])([CH3:18])[CH3:17]. The catalyst class is: 244. (5) Reactant: CS(O[CH2:6][CH2:7][CH2:8][CH2:9][O:10][C:11]1[CH:20]=[CH:19][C:18]2[CH2:17][CH2:16][C:15](=[O:21])[NH:14][C:13]=2[N:12]=1)(=O)=O.C(=O)([O-])[O-].[K+].[K+].[CH2:28]1[C:37]2[C:32](=[CH:33][CH:34]=[CH:35][CH:36]=2)[CH2:31][CH2:30][NH:29]1.[I-].[Na+]. Product: [CH2:28]1[C:37]2[C:32](=[CH:33][CH:34]=[CH:35][CH:36]=2)[CH2:31][CH2:30][N:29]1[CH2:6][CH2:7][CH2:8][CH2:9][O:10][C:11]1[N:12]=[C:13]2[C:18]([CH2:17][CH2:16][C:15](=[O:21])[NH:14]2)=[CH:19][CH:20]=1. The catalyst class is: 10. (6) Reactant: [Cl:1][C:2]1[CH:7]=[CH:6][CH:5]=[CH:4][C:3]=1[C:8]([NH:12][CH:13]([CH:15]([CH3:17])[CH3:16])[CH3:14])=[CH:9][C:10]#[N:11].[CH:18]1([CH2:21][C:22](Cl)=[O:23])C[CH2:19]1.N1C=CC=CC=1. Product: [Cl:1][C:2]1[CH:7]=[CH:6][CH:5]=[CH:4][C:3]=1[C:8]([NH:12][CH:13]([CH:15]([CH3:17])[CH3:16])[CH3:14])=[C:9]([C:22](=[O:23])[CH2:21][CH2:18][CH3:19])[C:10]#[N:11]. The catalyst class is: 26.